Dataset: Reaction yield outcomes from USPTO patents with 853,638 reactions. Task: Predict the reaction yield, written as a fraction of the theoretical maximum amount of product (1.0 means a 100% yield; for example, 0.34 means a 34% yield). (1) The catalyst is C1COCC1. The product is [CH2:23]([O:30][N:31]1[C:37](=[O:38])[N:36]2[CH2:39][C@H:32]1[CH2:33][CH2:34][C@H:35]2[C:40]1[S:10][C:44]([CH:46]2[CH2:51][CH2:50][N:49]([C:52]([O:54][C:55]([CH3:58])([CH3:57])[CH3:56])=[O:53])[CH2:48][CH2:47]2)=[N:43][N:42]=1)[C:24]1[CH:29]=[CH:28][CH:27]=[CH:26][CH:25]=1. The yield is 0.500. The reactants are COC1C=CC(P2(SP(C3C=CC(OC)=CC=3)(=S)S2)=[S:10])=CC=1.[CH2:23]([O:30][N:31]1[C:37](=[O:38])[N:36]2[CH2:39][C@H:32]1[CH2:33][CH2:34][C@H:35]2[C:40]([NH:42][NH:43][C:44]([CH:46]1[CH2:51][CH2:50][N:49]([C:52]([O:54][C:55]([CH3:58])([CH3:57])[CH3:56])=[O:53])[CH2:48][CH2:47]1)=O)=O)[C:24]1[CH:29]=[CH:28][CH:27]=[CH:26][CH:25]=1.C([O-])(O)=O.[Na+]. (2) The reactants are [Li+].CC([N-]C(C)C)C.[CH2:9]([SnH:13]([CH2:18][CH2:19][CH2:20][CH3:21])[CH2:14][CH2:15][CH2:16][CH3:17])[CH2:10][CH2:11][CH3:12].C([SnH](CCCC)CCCC)CCC.[Li].Br[C:37]([C:39]([F:42])([F:41])[F:40])=[CH2:38]. The catalyst is O1CCCC1.[Cu]I. The product is [CH2:18]([Sn:13]([CH2:9][CH2:10][CH2:11][CH3:12])([CH2:14][CH2:15][CH2:16][CH3:17])[C:37]([C:39]([F:42])([F:41])[F:40])=[CH2:38])[CH2:19][CH2:20][CH3:21]. The yield is 0.750. (3) The reactants are [F:1][C:2]1[CH:3]=[C:4]([C@@H:10]([NH:12][C:13](=[O:19])[O:14][C:15]([CH3:18])([CH3:17])[CH3:16])[CH3:11])[CH:5]=[CH:6][C:7]=1[CH:8]=O.Cl.Cl.[CH3:22][N:23]1[CH2:28][CH2:27][NH:26][CH2:25][C:24]1([CH3:30])[CH3:29].C(O[BH-](OC(=O)C)OC(=O)C)(=O)C.[Na+].CO.C(Cl)Cl. The catalyst is C1COCC1. The product is [F:1][C:2]1[CH:3]=[C:4]([C@@H:10]([NH:12][C:13](=[O:19])[O:14][C:15]([CH3:18])([CH3:17])[CH3:16])[CH3:11])[CH:5]=[CH:6][C:7]=1[CH2:8][N:26]1[CH2:27][CH2:28][N:23]([CH3:22])[C:24]([CH3:30])([CH3:29])[CH2:25]1. The yield is 0.490. (4) The reactants are [Cl:1][C:2]1[N:7]=[C:6]([NH2:8])[CH:5]=[CH:4][C:3]=1[CH3:9].CCN(CC)CC.[F:17][C:18]1([F:33])[O:22][C:21]2[CH:23]=[CH:24][C:25]([C:27]3([C:30](Cl)=[O:31])[CH2:29][CH2:28]3)=[CH:26][C:20]=2[O:19]1. The catalyst is ClCCl. The product is [Cl:1][C:2]1[N:7]=[C:6]([NH:8][C:30]([C:27]2([C:25]3[CH:24]=[CH:23][C:21]4[O:22][C:18]([F:33])([F:17])[O:19][C:20]=4[CH:26]=3)[CH2:29][CH2:28]2)=[O:31])[CH:5]=[CH:4][C:3]=1[CH3:9]. The yield is 0.940. (5) The reactants are [C:1]([O:5][C:6]([N:8]1[CH2:13][CH2:12][CH:11]([O:14][C:15]2[C:20]([CH3:21])=[CH:19][C:18]([N+:22]([O-])=O)=[CH:17][C:16]=2[C:25](=[O:27])[NH2:26])[CH2:10][CH2:9]1)=[O:7])([CH3:4])([CH3:3])[CH3:2]. The catalyst is CO.[Pd]. The product is [C:1]([O:5][C:6]([N:8]1[CH2:9][CH2:10][CH:11]([O:14][C:15]2[C:20]([CH3:21])=[CH:19][C:18]([NH2:22])=[CH:17][C:16]=2[C:25](=[O:27])[NH2:26])[CH2:12][CH2:13]1)=[O:7])([CH3:4])([CH3:2])[CH3:3]. The yield is 0.970. (6) The catalyst is C(Cl)Cl. The reactants are [C:1]12([N:11]3[CH:15]=[C:14]([NH:16][CH2:17][CH2:18][N:19]4[CH2:24][CH2:23][O:22][CH2:21][CH2:20]4)[N:13]=[N:12]3)[CH2:10][CH:5]3[CH2:6][CH:7]([CH2:9][CH:3]([CH2:4]3)[CH2:2]1)[CH2:8]2.CCN(C(C)C)C(C)C.[CH:34]1([C:37](Cl)=[O:38])[CH2:36][CH2:35]1. The product is [C:1]12([N:11]3[CH:15]=[C:14]([N:16]([CH2:17][CH2:18][N:19]4[CH2:24][CH2:23][O:22][CH2:21][CH2:20]4)[C:37]([CH:34]4[CH2:36][CH2:35]4)=[O:38])[N:13]=[N:12]3)[CH2:2][CH:3]3[CH2:4][CH:5]([CH2:6][CH:7]([CH2:9]3)[CH2:8]1)[CH2:10]2. The yield is 0.830.